From a dataset of Catalyst prediction with 721,799 reactions and 888 catalyst types from USPTO. Predict which catalyst facilitates the given reaction. (1) Reactant: [C:1]([NH:4][C:5]([CH2:16][C:17]1[CH:22]=[CH:21][C:20](F)=[C:19]([N+:24]([O-:26])=[O:25])[CH:18]=1)([C:11]([O:13][CH2:14][CH3:15])=[O:12])[C:6]([O:8][CH2:9][CH3:10])=[O:7])(=[O:3])[CH3:2].[N+](CC)([O-])=[O:28].[CH2:32]1[CH2:42]CN2C(=NCCC2)CC1. Product: [C:1]([NH:4][C:5]([CH2:16][C:17]1[CH:22]=[CH:21][C:20]([C:42](=[O:28])[CH3:32])=[C:19]([N+:24]([O-:26])=[O:25])[CH:18]=1)([C:11]([O:13][CH2:14][CH3:15])=[O:12])[C:6]([O:8][CH2:9][CH3:10])=[O:7])(=[O:3])[CH3:2]. The catalyst class is: 25. (2) Reactant: I[C:2]1[C:10]2[C:5](=[N:6][CH:7]=[N:8][C:9]=2[NH2:11])[N:4]([CH:12]([C:14]2[CH:15]=[C:16]3[N:21]([C:22]=2[C:23]2[CH:28]=[CH:27][CH:26]=[CH:25][N:24]=2)[CH:20]=[CH:19][CH:18]=[CH:17]3)[CH3:13])[N:3]=1.[S:29]([C:33]1[CH:34]=[C:35](B(O)O)[CH:36]=[CH:37][CH:38]=1)(=[O:32])(=[O:31])[NH2:30].CCO.C([O-])([O-])=O.[Na+].[Na+]. Product: [NH2:11][C:9]1[N:8]=[CH:7][N:6]=[C:5]2[N:4]([CH:12]([C:14]3[CH:15]=[C:16]4[N:21]([C:22]=3[C:23]3[CH:28]=[CH:27][CH:26]=[CH:25][N:24]=3)[CH:20]=[CH:19][CH:18]=[CH:17]4)[CH3:13])[N:3]=[C:2]([C:37]3[CH:38]=[C:33]([S:29]([NH2:30])(=[O:32])=[O:31])[CH:34]=[CH:35][CH:36]=3)[C:10]=12. The catalyst class is: 104. (3) Reactant: Br[C:2]1[C:7]([N+:8]([O-:10])=[O:9])=[CH:6][C:5]([O:11][CH3:12])=[C:4]([O:13][CH3:14])[N:3]=1.[N-:15]=[N+:16]=[N-:17].[Na+]. Product: [N:15]([C:2]1[C:7]([N+:8]([O-:10])=[O:9])=[CH:6][C:5]([O:11][CH3:12])=[C:4]([O:13][CH3:14])[N:3]=1)=[N+:16]=[N-:17]. The catalyst class is: 16. (4) Reactant: C(OC(=O)[NH:7][C@H:8]1[CH2:39][CH2:38][C:11]2[N:12]=[C:13]([NH:15][C:16](=[O:37])[C:17]3[CH:22]=[CH:21][CH:20]=[C:19]([CH2:23][N:24]4[CH:28]=[C:27]([C:29]5[CH:34]=[CH:33][C:32]([C:35]#[N:36])=[CH:31][CH:30]=5)[CH:26]=[N:25]4)[CH:18]=3)[S:14][C:10]=2[CH2:9]1)(C)(C)C.C([O-])([O-])=O.[Na+].[Na+]. Product: [NH2:7][C@H:8]1[CH2:39][CH2:38][C:11]2[N:12]=[C:13]([NH:15][C:16](=[O:37])[C:17]3[CH:22]=[CH:21][CH:20]=[C:19]([CH2:23][N:24]4[CH:28]=[C:27]([C:29]5[CH:30]=[CH:31][C:32]([C:35]#[N:36])=[CH:33][CH:34]=5)[CH:26]=[N:25]4)[CH:18]=3)[S:14][C:10]=2[CH2:9]1. The catalyst class is: 157. (5) Reactant: [CH3:1][C@H:2]1[C:3](=[O:36])[NH:4][C:5]2[CH:6]=[N:7][N:8]([CH2:28][O:29][CH2:30][CH2:31][Si:32]([CH3:35])([CH3:34])[CH3:33])[C:9]=2[C:10]2[CH:11]=[CH:12][CH:13]=[C:14]([CH:27]=2)[C@@H:15]([NH:19][C:20](=[O:26])[O:21][C:22]([CH3:25])([CH3:24])[CH3:23])[CH2:16][CH:17]=[CH:18]1. Product: [CH3:1][C@@H:2]1[CH2:18][CH2:17][CH2:16][C@H:15]([NH:19][C:20](=[O:26])[O:21][C:22]([CH3:25])([CH3:24])[CH3:23])[C:14]2[CH:27]=[C:10]([CH:11]=[CH:12][CH:13]=2)[C:9]2[N:8]([CH2:28][O:29][CH2:30][CH2:31][Si:32]([CH3:35])([CH3:34])[CH3:33])[N:7]=[CH:6][C:5]=2[NH:4][C:3]1=[O:36]. The catalyst class is: 867. (6) The catalyst class is: 616. Product: [CH2:7]([O:8][C:17]([N:51]1[CH:50]([C:52]([OH:54])=[O:53])[CH2:49][S:48][C@@H:47]1[CH:44]1[CH2:43][CH2:42][N:41]([C:39]([O:38][C:34]([CH3:37])([CH3:35])[CH3:36])=[O:40])[CH2:46][CH2:45]1)=[O:16])[C:1]1[CH:6]=[CH:5][CH:4]=[CH:3][CH:2]=1. Reactant: [C:1]1([CH2:7][OH:8])[CH:6]=[CH:5][CH:4]=[CH:3][CH:2]=1.C(N(CC)CC)C.[O:16]=[C:17]1CCC(=O)N1OC(=O)ON1C(=O)CCC1=O.[C:34]([O:38][C:39]([N:41]1[CH2:46][CH2:45][CH:44]([C@@H:47]2[NH:51][CH:50]([C:52]([OH:54])=[O:53])[CH2:49][S:48]2)[CH2:43][CH2:42]1)=[O:40])([CH3:37])([CH3:36])[CH3:35]. (7) Reactant: [Cl:1][C:2]1[CH:25]=[C:24]([C:26]([F:29])([F:28])[F:27])[CH:23]=[CH:22][C:3]=1[CH2:4][N:5]1[C:9](/[CH:10]=[CH:11]/[C:12]([O:14]CC)=[O:13])=[CH:8][C:7]([O:17][CH2:18][CH:19]2[CH2:21][CH2:20]2)=[N:6]1.[OH-].[Na+].O1CCCC1. Product: [Cl:1][C:2]1[CH:25]=[C:24]([C:26]([F:29])([F:27])[F:28])[CH:23]=[CH:22][C:3]=1[CH2:4][N:5]1[C:9](/[CH:10]=[CH:11]/[C:12]([OH:14])=[O:13])=[CH:8][C:7]([O:17][CH2:18][CH:19]2[CH2:21][CH2:20]2)=[N:6]1. The catalyst class is: 8. (8) The catalyst class is: 7. Reactant: [C:1]([N:8]1[CH:12]=[CH:11][N:10]=[CH:9]1)(N1C=CN=C1)=[O:2].[CH3:13][C:14]1[NH:15][CH:16]=[C:17]([CH3:22])[C:18]=1C(O)=O. Product: [N:8]1([C:1]([C:18]2[C:17]([CH3:22])=[CH:16][NH:15][C:14]=2[CH3:13])=[O:2])[CH:12]=[CH:11][N:10]=[CH:9]1. (9) Reactant: [CH3:1][O:2][C:3]1[CH:4]=[C:5]2[C:10](=[CH:11][C:12]=1[O:13][CH3:14])[N:9]=[CH:8][CH:7]=[C:6]2[O:15][C:16]1[CH:22]=[CH:21][C:19]([NH2:20])=[CH:18][CH:17]=1.C1(C)C=CC=CC=1.C(N(CC)CC)C.ClC(Cl)(O[C:41](=[O:47])[O:42][C:43](Cl)(Cl)Cl)Cl.[Cl:49][C:50]1[CH:60]=[CH:59][C:53]([O:54][CH2:55][CH2:56]CO)=[CH:52][CH:51]=1. Product: [CH3:1][O:2][C:3]1[CH:4]=[C:5]2[C:10](=[CH:11][C:12]=1[O:13][CH3:14])[N:9]=[CH:8][CH:7]=[C:6]2[O:15][C:16]1[CH:22]=[CH:21][C:19]([NH:20][C:41](=[O:47])[O:42][CH2:43][CH2:56][CH2:55][O:54][C:53]2[CH:59]=[CH:60][C:50]([Cl:49])=[CH:51][CH:52]=2)=[CH:18][CH:17]=1. The catalyst class is: 2. (10) Reactant: [Cl:1][C:2]1[CH:3]=[N+:4]([O-:46])[CH:5]=[C:6]([Cl:45])[C:7]=1[CH2:8][C@@H:9]([C:30]1[CH:35]=[CH:34][C:33]([O:36][CH:37]([F:39])[F:38])=[C:32]([O:40][CH2:41][CH:42]2[CH2:44][CH2:43]2)[CH:31]=1)[O:10][C:11]([CH:13]1[N:17]([S:18]([C:21]2[CH:26]=[CH:25][C:24]([N+:27]([O-])=O)=[CH:23][CH:22]=2)(=[O:20])=[O:19])[CH2:16][CH2:15][S:14]1)=[O:12].O.O.[Sn](Cl)Cl. Product: [NH2:27][C:24]1[CH:23]=[CH:22][C:21]([S:18]([N:17]2[CH2:16][CH2:15][S:14][CH:13]2[C:11]([O:10][C@H:9]([C:30]2[CH:35]=[CH:34][C:33]([O:36][CH:37]([F:38])[F:39])=[C:32]([O:40][CH2:41][CH:42]3[CH2:44][CH2:43]3)[CH:31]=2)[CH2:8][C:7]2[C:2]([Cl:1])=[CH:3][N+:4]([O-:46])=[CH:5][C:6]=2[Cl:45])=[O:12])(=[O:20])=[O:19])=[CH:26][CH:25]=1. The catalyst class is: 1.